Dataset: Experimentally validated miRNA-target interactions with 360,000+ pairs, plus equal number of negative samples. Task: Binary Classification. Given a miRNA mature sequence and a target amino acid sequence, predict their likelihood of interaction. The miRNA is hsa-miR-2113 with sequence AUUUGUGCUUGGCUCUGUCAC. The protein sequence of the target gene is MEEISAAAVKVVPGPERPSPFSQLVYTSNDSYIVHSGDLRKIHKAASRGQVRKLEKMTKRKKTINLNIQDAQKRTALHWACVNGHEEVVTFLVDRKCQLDVLDGEHRTPLMKALQCHQEACANILIDSGADINLVDVYGNTALHYAVYSEILSVVAKLLSHGAVIEVHNKASLTPLLLSITKRSEQIVEFLLIKNANANAVNKYKCTALMLAVCHGSSEIVGMLLQQNVDVFAADICGVTAEHYAVTCGFHHIHEQIMEYIRKLSKNHQNTNPEGTSAGTPDEAAPLAERTPDTAESLVE.... Result: 0 (no interaction).